This data is from Full USPTO retrosynthesis dataset with 1.9M reactions from patents (1976-2016). The task is: Predict the reactants needed to synthesize the given product. (1) Given the product [CH2:36]1[C:39]2([CH2:42][N:41]([CH2:3][CH:2]([OH:1])[CH2:4][N:5]3[C:18]4[CH:17]=[C:16]([C:19]([F:22])([F:21])[F:20])[CH:15]=[CH:14][C:13]=4[S:12][C:11]4[C:6]3=[CH:7][CH:8]=[CH:9][CH:10]=4)[CH2:40]2)[CH2:38][O:37]1, predict the reactants needed to synthesize it. The reactants are: [O:1]1[CH2:3][CH:2]1[CH2:4][N:5]1[C:18]2[CH:17]=[C:16]([C:19]([F:22])([F:21])[F:20])[CH:15]=[CH:14][C:13]=2[S:12][C:11]2[C:6]1=[CH:7][CH:8]=[CH:9][CH:10]=2.CC(O)(C)C.[OH-].[K+].C(O)(=O)C(O)=O.[CH2:36]1[C:39]2([CH2:42][NH:41][CH2:40]2)[CH2:38][O:37]1.[CH2:36]1[C:39]2([CH2:42][NH:41][CH2:40]2)[CH2:38][O:37]1. (2) Given the product [CH2:1]([CH:3]([CH2:9][C:10]1[CH:15]=[CH:14][C:13]([O:16][CH3:17])=[C:12]([O:18][CH2:19][CH2:20][C:21]2[CH:22]=[CH:23][C:24]([C:27]([F:28])([F:29])[F:30])=[CH:25][CH:26]=2)[CH:11]=1)[C:4]([OH:6])=[O:5])[CH3:2], predict the reactants needed to synthesize it. The reactants are: [CH2:1]([CH:3]([CH2:9][C:10]1[CH:15]=[CH:14][C:13]([O:16][CH3:17])=[C:12]([O:18][CH2:19][CH2:20][C:21]2[CH:26]=[CH:25][C:24]([C:27]([F:30])([F:29])[F:28])=[CH:23][CH:22]=2)[CH:11]=1)[C:4]([O:6]CC)=[O:5])[CH3:2].[OH-].[Na+].Cl. (3) Given the product [OH:1][C:2]1[N:7]=[C:6]([C:8]([N:45]2[CH2:44][CH2:43][C:42]3[C:47](=[CH:48][CH:49]=[C:40]([C:37]4[CH:38]=[CH:39][C:34]([CH2:33][CH2:32][N:28]5[CH2:29][CH2:30][CH2:31][C@H:27]5[CH3:26])=[CH:35][CH:36]=4)[CH:41]=3)[CH2:46]2)=[O:10])[CH:5]=[CH:4][CH:3]=1, predict the reactants needed to synthesize it. The reactants are: [OH:1][C:2]1[N:7]=[C:6]([C:8]([OH:10])=O)[CH:5]=[CH:4][CH:3]=1.C1CCC(N=C=NC2CCCCC2)CC1.[CH3:26][C@@H:27]1[CH2:31][CH2:30][CH2:29][N:28]1[CH2:32][CH2:33][C:34]1[CH:39]=[CH:38][C:37]([C:40]2[CH:41]=[C:42]3[C:47](=[CH:48][CH:49]=2)[CH2:46][NH:45][CH2:44][CH2:43]3)=[CH:36][CH:35]=1.C(N(CC)CC)C. (4) Given the product [C:5]1([CH2:4][C:3]([NH:16][NH2:17])=[O:2])[CH:10]=[CH:9][CH:8]=[CH:7][CH:6]=1, predict the reactants needed to synthesize it. The reactants are: C[O:2][C:3](=O)[CH2:4][C:5]1[CH:10]=[CH:9][CH:8]=[CH:7][CH:6]=1.CCO.O.[NH2:16][NH2:17]. (5) The reactants are: [CH:1]1([N:6]2[C:10]3[N:11]=[C:12]([NH2:15])[N:13]=[CH:14][C:9]=3[C:8]3[CH:16]=[CH:17][N:18]=[C:19]([F:20])[C:7]2=3)[CH2:5][CH2:4][CH2:3][CH2:2]1.Cl[C:22]1[N:27]=[CH:26][C:25]([N:28]2[CH2:33][CH:32]([CH3:34])[NH:31][CH:30]([CH3:35])[CH2:29]2)=[CH:24][CH:23]=1.C1(P(C2C=CC=CC=2)C2C3OC4C(=CC=CC=4P(C4C=CC=CC=4)C4C=CC=CC=4)C(C)(C)C=3C=CC=2)C=CC=CC=1.CC(C)([O-])C.[Na+].Cl. Given the product [CH:1]1([N:6]2[C:10]3[N:11]=[C:12]([NH:15][C:22]4[CH:23]=[CH:24][C:25]([N:28]5[CH2:33][CH:32]([CH3:34])[NH:31][CH:30]([CH3:35])[CH2:29]5)=[CH:26][N:27]=4)[N:13]=[CH:14][C:9]=3[C:8]3[CH:16]=[CH:17][N:18]=[C:19]([F:20])[C:7]2=3)[CH2:2][CH2:3][CH2:4][CH2:5]1, predict the reactants needed to synthesize it. (6) Given the product [ClH:1].[N:2]1[CH:7]=[CH:6][CH:5]=[CH:4][C:3]=1[N:8]([CH2:32][CH2:33][C:34]([O:36][CH2:37][CH2:38][CH2:3][CH2:4][CH2:5][CH3:6])=[O:35])[C:9]([C:11]1[CH:31]=[CH:30][C:14]2[N:15]([CH3:29])[C:16]([CH2:18][NH:19][C:20]3[CH:25]=[CH:24][C:23]([C:26](=[NH:27])[NH2:28])=[CH:22][CH:21]=3)=[N:17][C:13]=2[CH:12]=1)=[O:10], predict the reactants needed to synthesize it. The reactants are: [ClH:1].[N:2]1[CH:7]=[CH:6][CH:5]=[CH:4][C:3]=1[N:8]([CH2:32][CH2:33][C:34]([O:36][CH2:37][CH3:38])=[O:35])[C:9]([C:11]1[CH:31]=[CH:30][C:14]2[N:15]([CH3:29])[C:16]([CH2:18][NH:19][C:20]3[CH:25]=[CH:24][C:23]([C:26](=[NH:28])[NH2:27])=[CH:22][CH:21]=3)=[N:17][C:13]=2[CH:12]=1)=[O:10].Cl. (7) Given the product [CH:9]1([C:7]([C:1]2[CH:2]=[CH:3][CH:4]=[CH:5][CH:6]=2)=[CH2:16])[CH2:10][CH2:11][CH2:12][CH2:13][CH2:14]1, predict the reactants needed to synthesize it. The reactants are: [C:1]1([C:7]([CH:9]2[CH2:14][CH2:13][CH2:12][CH2:11][CH2:10]2)=O)[CH:6]=[CH:5][CH:4]=[CH:3][CH:2]=1.[Li][CH2:16]CCC.O. (8) Given the product [Cl:1][CH2:2][CH2:3][CH2:4][C:5]1[NH:9][N:8]=[N:7][N:6]=1, predict the reactants needed to synthesize it. The reactants are: [Cl:1][CH2:2][CH2:3][CH2:4][C:5]#[N:6].[N-:7]=[N+:8]=[N-:9].[Na+].[Cl-].[NH4+].[OH-].[Na+]. (9) Given the product [Cl:1][C:2]1[CH:10]=[C:9]2[C:5]([CH:6]=[N:7][N:8]2[CH2:34][CH2:35][CH2:36][C:37]([O:39][CH2:40][CH3:41])=[O:38])=[CH:4][C:3]=1[C:11]1[N:15]=[C:14]([C:16]2[CH:17]=[N:18][C:19]([O:23][CH:24]([CH3:26])[CH3:25])=[C:20]([Cl:22])[CH:21]=2)[O:13][N:12]=1, predict the reactants needed to synthesize it. The reactants are: [Cl:1][C:2]1[CH:10]=[C:9]2[C:5]([CH:6]=[N:7][NH:8]2)=[CH:4][C:3]=1[C:11]1[N:15]=[C:14]([C:16]2[CH:17]=[N:18][C:19]([O:23][CH:24]([CH3:26])[CH3:25])=[C:20]([Cl:22])[CH:21]=2)[O:13][N:12]=1.C(=O)([O-])[O-].[Cs+].[Cs+].Br[CH2:34][CH2:35][CH2:36][C:37]([O:39][CH2:40][CH3:41])=[O:38].